From a dataset of Reaction yield outcomes from USPTO patents with 853,638 reactions. Predict the reaction yield, written as a fraction of the theoretical maximum amount of product (1.0 means a 100% yield; for example, 0.34 means a 34% yield). (1) The reactants are C[O:2][C:3]([C:5]1[C:6]([C:11]2[CH:16]=[CH:15][CH:14]=[CH:13][CH:12]=2)=[N:7][O:8][C:9]=1[CH3:10])=[O:4].[OH-].[Na+]. The catalyst is CO. The product is [CH3:10][C:9]1[O:8][N:7]=[C:6]([C:11]2[CH:16]=[CH:15][CH:14]=[CH:13][CH:12]=2)[C:5]=1[C:3]([OH:4])=[O:2]. The yield is 0.720. (2) The reactants are [Cl:1][C:2]1[C:3]([C:15]2[C:23]3[C:18](=[CH:19][CH:20]=[CH:21][CH:22]=3)[N:17]([S:24]([C:27]3[CH:32]=[CH:31][CH:30]=[CH:29][CH:28]=3)(=[O:26])=[O:25])[CH:16]=2)=[N:4][C:5]([NH:8][CH:9]2[CH2:14][CH2:13][NH:12][CH2:11][CH2:10]2)=[N:6][CH:7]=1.[N+:33]([C:36]1[CH:44]=[CH:43][C:39]([C:40](O)=[O:41])=[C:38]([F:45])[CH:37]=1)([O-:35])=[O:34].CN(C(ON1N=NC2C=CC=CC1=2)=[N+](C)C)C.F[P-](F)(F)(F)(F)F.CCN(C(C)C)C(C)C. The catalyst is C(Cl)Cl. The product is [Cl:1][C:2]1[C:3]([C:15]2[C:23]3[C:18](=[CH:19][CH:20]=[CH:21][CH:22]=3)[N:17]([S:24]([C:27]3[CH:32]=[CH:31][CH:30]=[CH:29][CH:28]=3)(=[O:26])=[O:25])[CH:16]=2)=[N:4][C:5]([NH:8][CH:9]2[CH2:10][CH2:11][N:12]([C:40]([C:39]3[CH:43]=[CH:44][C:36]([N+:33]([O-:35])=[O:34])=[CH:37][C:38]=3[F:45])=[O:41])[CH2:13][CH2:14]2)=[N:6][CH:7]=1. The yield is 1.00.